This data is from Forward reaction prediction with 1.9M reactions from USPTO patents (1976-2016). The task is: Predict the product of the given reaction. Given the reactants [F:1][C:2]1[CH:3]=[C:4]2[C:9](=[CH:10][CH:11]=1)[O:8][CH2:7][CH2:6][C:5]2=O.ClC1C=CC(S)=CC=1.FC(F)(F)C(O)=O.C([O-])(O)=O.[Na+].[Cl:33][C:34]1[CH:35]=[C:36]([CH:41]=[CH:42][CH:43]=1)C(OO)=O.[O-:44][S:45]([O-])=[O:46].[Na+].[Na+], predict the reaction product. The product is: [Cl:33][C:34]1[CH:35]=[CH:36][C:41]([S:45]([CH:5]2[C:4]3[CH:3]=[C:2]([F:1])[CH:11]=[CH:10][C:9]=3[O:8][CH2:7][CH2:6]2)(=[O:46])=[O:44])=[CH:42][CH:43]=1.